This data is from Reaction yield outcomes from USPTO patents with 853,638 reactions. The task is: Predict the reaction yield, written as a fraction of the theoretical maximum amount of product (1.0 means a 100% yield; for example, 0.34 means a 34% yield). (1) The reactants are [CH2:1](Br)[C:2]1[CH:7]=[CH:6][CH:5]=[CH:4][CH:3]=1.Cl.[N:10]1([CH2:15][C:16]([N:18]2[CH2:22][C@H:21]([CH2:23][NH2:24])[CH2:20][C@H:19]2[C:25]([NH:27][C:28]2[CH:33]=[CH:32][C:31]([O:34][C:35]3[CH:40]=[CH:39][C:38]([F:41])=[CH:37][CH:36]=3)=[CH:30][CH:29]=2)=[O:26])=[O:17])[CH:14]=[N:13][CH:12]=[N:11]1.CN(C=O)C.C([O-])([O-])=O.[K+].[K+]. The catalyst is Cl. The product is [N:10]1([CH2:15][C:16]([N:18]2[CH2:22][C@H:21]([CH2:23][NH:24][CH2:1][C:2]3[CH:7]=[CH:6][CH:5]=[CH:4][CH:3]=3)[CH2:20][C@H:19]2[C:25]([NH:27][C:28]2[CH:33]=[CH:32][C:31]([O:34][C:35]3[CH:36]=[CH:37][C:38]([F:41])=[CH:39][CH:40]=3)=[CH:30][CH:29]=2)=[O:26])=[O:17])[CH:14]=[N:13][CH:12]=[N:11]1. The yield is 0.0800. (2) The reactants are [CH:1]1([N:5]2[CH2:11][CH2:10][CH2:9][N:8]([C:12]([N:14]3[CH2:17][CH:16]([CH2:18][OH:19])[CH2:15]3)=[O:13])[CH2:7][CH2:6]2)[CH2:4][CH2:3][CH2:2]1.[H-].[Na+].[F-].[Cs+].Br[C:25]1[CH:26]=[CH:27][C:28]([C:31]([F:34])([F:33])[F:32])=[N:29][CH:30]=1. The catalyst is CS(C)=O.ClCCl. The product is [CH:1]1([N:5]2[CH2:11][CH2:10][CH2:9][N:8]([C:12]([N:14]3[CH2:15][CH:16]([CH2:18][O:19][C:25]4[CH:30]=[N:29][C:28]([C:31]([F:34])([F:33])[F:32])=[CH:27][CH:26]=4)[CH2:17]3)=[O:13])[CH2:7][CH2:6]2)[CH2:4][CH2:3][CH2:2]1. The yield is 0.450. (3) The reactants are [CH3:1][O:2][C:3]1[CH:4]=[C:5]([NH:11][C:12]2[C:13]([NH:22][S:23]([C:26]3[CH:27]=[N:28][CH:29]=[CH:30][CH:31]=3)(=[O:25])=[O:24])=[N:14][C:15]3[C:20]([N:21]=2)=[CH:19][CH:18]=[CH:17][CH:16]=3)[CH:6]=[C:7]([O:9][CH3:10])[CH:8]=1.[OH-:32].[Na+].Cl. The catalyst is CS(C)=O. The product is [CH3:10][O:9][C:7]1[CH:6]=[C:5]([NH:11][C:12]2[C:13]([NH:22][S:23]([C:26]3[CH:31]=[CH:30][C:29](=[O:32])[NH:28][CH:27]=3)(=[O:24])=[O:25])=[N:14][C:15]3[C:20]([N:21]=2)=[CH:19][CH:18]=[CH:17][CH:16]=3)[CH:4]=[C:3]([O:2][CH3:1])[CH:8]=1. The yield is 0.900. (4) The reactants are [NH2:1][C@@H:2]1[CH:7]2[CH2:8][CH2:9][N:4]([CH2:5][CH2:6]2)[CH2:3]1.[H-].[Na+].O=[CH:13][CH2:14][N:15]1[C:23]2[C:18](=[CH:19][CH:20]=[CH:21][C:22]=2[C:24]([O:26][CH3:27])=[O:25])[CH:17]=[CH:16]1.C(O[BH-](OC(=O)C)OC(=O)C)(=O)C.[Na+]. The catalyst is C(Cl)Cl.C(O)(=O)C. The product is [N:4]12[CH2:9][CH2:8][CH:7]([CH2:6][CH2:5]1)[C@@H:2]([NH:1][CH2:13][CH2:14][N:15]1[C:23]3[C:18](=[CH:19][CH:20]=[CH:21][C:22]=3[C:24]([O:26][CH3:27])=[O:25])[CH:17]=[CH:16]1)[CH2:3]2. The yield is 0.860. (5) The reactants are [F:1][C:2]1[CH:3]=[C:4]2[C:8](=[CH:9][CH:10]=1)[C:7](=[O:11])[CH2:6][CH2:5]2.CS(O)(=O)=O.[N-:17]=[N+]=[N-].[Na+].[OH-].[Na+]. The catalyst is ClCCl. The product is [F:1][C:2]1[CH:3]=[C:4]2[C:8](=[CH:9][CH:10]=1)[C:7](=[O:11])[NH:17][CH2:6][CH2:5]2. The yield is 0.610.